This data is from Reaction yield outcomes from USPTO patents with 853,638 reactions. The task is: Predict the reaction yield, written as a fraction of the theoretical maximum amount of product (1.0 means a 100% yield; for example, 0.34 means a 34% yield). (1) The reactants are [NH2:1][C:2]1[C:7]([C:8]([N:10]2[CH2:15][CH2:14][CH:13]([N:16]3[CH2:28][CH2:27][CH2:26][C:18]4([C:22](=[O:23])[O:21][C:20]([CH3:25])([CH3:24])[CH2:19]4)[CH2:17]3)[CH2:12][CH2:11]2)=[O:9])=[CH:6][C:5]([Br:29])=[CH:4][N:3]=1.[CH2:30]([N:32]=[C:33]=[O:34])[CH3:31]. The catalyst is CCCCCC. The product is [Br:29][C:5]1[CH:6]=[C:7]([C:8]([N:10]2[CH2:15][CH2:14][CH:13]([N:16]3[CH2:28][CH2:27][CH2:26][C:18]4([C:22](=[O:23])[O:21][C:20]([CH3:24])([CH3:25])[CH2:19]4)[CH2:17]3)[CH2:12][CH2:11]2)=[O:9])[C:2]([NH:1][C:33]([NH:32][CH2:30][CH3:31])=[O:34])=[N:3][CH:4]=1. The yield is 0.660. (2) The reactants are [C:1]([O:5][C:6]([N:8]1[CH2:12][C@H:11]([O:13][C:14](=[O:16])[CH3:15])[CH2:10][C@@H:9]1[C:17](=O)[NH:18][CH2:19][C:20]1[CH:25]=[CH:24][C:23]([Cl:26])=[CH:22][CH:21]=1)=[O:7])([CH3:4])([CH3:3])[CH3:2].COC1C=CC(P2(SP(C3C=CC(OC)=CC=3)(=S)S2)=[S:37])=CC=1.[OH-].[Na+]. The catalyst is C1(C)C=CC=CC=1.CCOC(C)=O. The product is [C:1]([O:5][C:6]([N:8]1[CH2:12][C@H:11]([O:13][C:14](=[O:16])[CH3:15])[CH2:10][C@@H:9]1[C:17](=[S:37])[NH:18][CH2:19][C:20]1[CH:25]=[CH:24][C:23]([Cl:26])=[CH:22][CH:21]=1)=[O:7])([CH3:4])([CH3:3])[CH3:2]. The yield is 0.430. (3) The reactants are [OH-].[Na+].C[O:4][C:5](=[O:39])/[C:6](/[NH:18][C:19](=[O:38])[C:20]1[CH:25]=[CH:24][C:23]([C:26](=[O:36])[CH2:27][CH2:28][C:29]2[CH:34]=[CH:33][CH:32]=[C:31]([OH:35])[CH:30]=2)=[CH:22][C:21]=1[Cl:37])=[CH:7]/[C:8]1[CH:9]=[N:10][C:11]2[C:16]([CH:17]=1)=[CH:15][CH:14]=[CH:13][CH:12]=2. The product is [Cl:37][C:21]1[CH:22]=[C:23]([C:26](=[O:36])[CH2:27][CH2:28][C:29]2[CH:34]=[CH:33][CH:32]=[C:31]([OH:35])[CH:30]=2)[CH:24]=[CH:25][C:20]=1[C:19]([NH:18]/[C:6](=[CH:7]\[C:8]1[CH:9]=[N:10][C:11]2[C:16]([CH:17]=1)=[CH:15][CH:14]=[CH:13][CH:12]=2)/[C:5]([OH:39])=[O:4])=[O:38]. The catalyst is CO.O1CCCC1. The yield is 0.700. (4) The reactants are [Cl:1][C:2]1[CH:3]=[C:4]([CH:27]=[CH:28][C:29]=1[F:30])[NH:5][C:6]1[C:15]2[C:10](=[CH:11][C:12]([O:22][CH2:23][CH2:24][CH2:25]Cl)=[CH:13][C:14]=2[O:16][CH:17]2[CH2:21][CH2:20][O:19][CH2:18]2)[N:9]=[CH:8][N:7]=1.[NH:31]1[CH2:36][CH2:35][NH:34][CH2:33][CH2:32]1. No catalyst specified. The product is [Cl:1][C:2]1[CH:3]=[C:4]([CH:27]=[CH:28][C:29]=1[F:30])[NH:5][C:6]1[C:15]2[C:10](=[CH:11][C:12]([O:22][CH2:23][CH2:24][CH2:25][N:31]3[CH2:36][CH2:35][NH:34][CH2:33][CH2:32]3)=[CH:13][C:14]=2[O:16][CH:17]2[CH2:21][CH2:20][O:19][CH2:18]2)[N:9]=[CH:8][N:7]=1. The yield is 0.710. (5) The reactants are [NH2:1][C:2]1[CH:3]=[C:4]([N:9]2[CH2:18][C:17]3[C:12](=[N:13][C:14](SC)=[N:15][CH:16]=3)[N:11]([CH3:21])[C:10]2=[O:22])[CH:5]=[CH:6][C:7]=1[F:8]. The catalyst is C1COCC1.[Ni]. The product is [NH2:1][C:2]1[CH:3]=[C:4]([N:9]2[CH2:18][C:17]3[C:12](=[N:13][CH:14]=[N:15][CH:16]=3)[N:11]([CH3:21])[C:10]2=[O:22])[CH:5]=[CH:6][C:7]=1[F:8]. The yield is 0.760.